From a dataset of Forward reaction prediction with 1.9M reactions from USPTO patents (1976-2016). Predict the product of the given reaction. (1) Given the reactants [CH2:1]([O:8][C:9]1[CH:10]=[C:11]([CH:14]=[CH:15][C:16]=1[O:17][CH2:18][CH2:19][O:20][CH3:21])[CH:12]=O)[C:2]1[CH:7]=[CH:6][CH:5]=[CH:4][CH:3]=1.C([O-])(=O)C.[NH4+].[N+:27]([CH3:30])([O-:29])=[O:28], predict the reaction product. The product is: [CH2:1]([O:8][C:9]1[CH:10]=[C:11](/[CH:12]=[CH:30]/[N+:27]([O-:29])=[O:28])[CH:14]=[CH:15][C:16]=1[O:17][CH2:18][CH2:19][O:20][CH3:21])[C:2]1[CH:7]=[CH:6][CH:5]=[CH:4][CH:3]=1. (2) Given the reactants [C:1](=[N:14][C:15]1[CH:16]=[CH:17][C:18]([F:29])=[C:19]([C@@:21]2([CH3:28])[NH:26][C:25](=S)[CH2:24][O:23][CH2:22]2)[CH:20]=1)([C:8]1[CH:13]=[CH:12][CH:11]=[CH:10][CH:9]=1)[C:2]1[CH:7]=[CH:6][CH:5]=[CH:4][CH:3]=1.[NH3:30].C(OO)(C)(C)C, predict the reaction product. The product is: [C:1](=[N:14][C:15]1[CH:16]=[CH:17][C:18]([F:29])=[C:19]([C@:21]2([CH3:28])[CH2:22][O:23][CH2:24][C:25]([NH2:30])=[N:26]2)[CH:20]=1)([C:8]1[CH:13]=[CH:12][CH:11]=[CH:10][CH:9]=1)[C:2]1[CH:7]=[CH:6][CH:5]=[CH:4][CH:3]=1. (3) Given the reactants [Cl:1][C:2]1[CH:3]=[C:4]([C:8]2[C:13]([O:14][CH:15]([F:17])[F:16])=[CH:12][CH:11]=[C:10]([CH2:18][C:19]3[CH:20]=[CH:21][C:22](F)=[N:23][CH:24]=3)[CH:9]=2)[CH:5]=[CH:6][CH:7]=1.Cl.[CH3:27][NH:28][CH2:29][C:30]([NH2:32])=[O:31].N12CCCN=C1CCCCC2, predict the reaction product. The product is: [Cl:1][C:2]1[CH:3]=[C:4]([C:8]2[C:13]([O:14][CH:15]([F:16])[F:17])=[CH:12][CH:11]=[C:10]([CH2:18][C:19]3[CH:20]=[CH:21][C:22]([N:28]([CH3:27])[CH2:29][C:30]([NH2:32])=[O:31])=[N:23][CH:24]=3)[CH:9]=2)[CH:5]=[CH:6][CH:7]=1. (4) Given the reactants [CH2:1]([N:8]1[C:16]2[C:11](=[CH:12][C:13]([O:17]C)=[CH:14][CH:15]=2)[CH:10]([CH3:19])[CH2:9]1)[C:2]1[CH:7]=[CH:6][CH:5]=[CH:4][CH:3]=1.Br.C(O)(=O)C.C([O-])(O)=O.[Na+], predict the reaction product. The product is: [CH2:1]([N:8]1[C:16]2[C:11](=[CH:12][C:13]([OH:17])=[CH:14][CH:15]=2)[CH:10]([CH3:19])[CH2:9]1)[C:2]1[CH:3]=[CH:4][CH:5]=[CH:6][CH:7]=1. (5) Given the reactants [F:1][C:2]1[CH:17]=[C:16]([F:18])[CH:15]=[CH:14][C:3]=1[CH2:4][C@H:5]([CH2:12][CH3:13])[CH2:6]OS(C)(=O)=O.[I-:19].[Na+], predict the reaction product. The product is: [F:1][C:2]1[CH:17]=[C:16]([F:18])[CH:15]=[CH:14][C:3]=1[CH2:4][C@@H:5]([CH2:6][I:19])[CH2:12][CH3:13]. (6) Given the reactants C1C2C(COC(=O)[NH:17][CH:18]3[CH2:23][CH2:22][N:21]([C:24](=[O:53])[C:25]4[CH:30]=[CH:29][C:28]([NH:31][C:32]5[N:33]=[CH:34][C:35]6[N:41]([CH3:42])[C:40](=[O:43])[C:39]([F:45])([F:44])[CH2:38][N:37]([CH:46]7[CH2:49][CH2:48][CH2:47]7)[C:36]=6[N:50]=5)=[C:27]([O:51][CH3:52])[CH:26]=4)[CH2:20][CH2:19]3)C3C(=CC=CC=3)C=2C=CC=1.N1CCCCC1, predict the reaction product. The product is: [NH2:17][CH:18]1[CH2:19][CH2:20][N:21]([C:24]([C:25]2[CH:30]=[CH:29][C:28]([NH:31][C:32]3[N:33]=[CH:34][C:35]4[N:41]([CH3:42])[C:40](=[O:43])[C:39]([F:45])([F:44])[CH2:38][N:37]([CH:46]5[CH2:49][CH2:48][CH2:47]5)[C:36]=4[N:50]=3)=[C:27]([O:51][CH3:52])[CH:26]=2)=[O:53])[CH2:22][CH2:23]1.